This data is from NCI-60 drug combinations with 297,098 pairs across 59 cell lines. The task is: Regression. Given two drug SMILES strings and cell line genomic features, predict the synergy score measuring deviation from expected non-interaction effect. (1) Drug 1: C1CN1C2=NC(=NC(=N2)N3CC3)N4CC4. Drug 2: CN(CC1=CN=C2C(=N1)C(=NC(=N2)N)N)C3=CC=C(C=C3)C(=O)NC(CCC(=O)O)C(=O)O. Cell line: OVCAR3. Synergy scores: CSS=32.7, Synergy_ZIP=-5.91, Synergy_Bliss=0.499, Synergy_Loewe=-31.9, Synergy_HSA=-1.58. (2) Cell line: CAKI-1. Drug 2: CC1=C(N=C(N=C1N)C(CC(=O)N)NCC(C(=O)N)N)C(=O)NC(C(C2=CN=CN2)OC3C(C(C(C(O3)CO)O)O)OC4C(C(C(C(O4)CO)O)OC(=O)N)O)C(=O)NC(C)C(C(C)C(=O)NC(C(C)O)C(=O)NCCC5=NC(=CS5)C6=NC(=CS6)C(=O)NCCC[S+](C)C)O. Synergy scores: CSS=59.3, Synergy_ZIP=-4.30, Synergy_Bliss=-4.67, Synergy_Loewe=1.65, Synergy_HSA=3.90. Drug 1: CC1=C(C(=CC=C1)Cl)NC(=O)C2=CN=C(S2)NC3=CC(=NC(=N3)C)N4CCN(CC4)CCO. (3) Drug 1: C1=NC(=NC(=O)N1C2C(C(C(O2)CO)O)O)N. Drug 2: CCCCC(=O)OCC(=O)C1(CC(C2=C(C1)C(=C3C(=C2O)C(=O)C4=C(C3=O)C=CC=C4OC)O)OC5CC(C(C(O5)C)O)NC(=O)C(F)(F)F)O. Cell line: SNB-19. Synergy scores: CSS=29.4, Synergy_ZIP=0.00681, Synergy_Bliss=2.01, Synergy_Loewe=-14.7, Synergy_HSA=1.81. (4) Drug 1: CC1=CC=C(C=C1)C2=CC(=NN2C3=CC=C(C=C3)S(=O)(=O)N)C(F)(F)F. Drug 2: C1=CN(C=N1)CC(O)(P(=O)(O)O)P(=O)(O)O. Cell line: SF-295. Synergy scores: CSS=-0.719, Synergy_ZIP=0.0732, Synergy_Bliss=-1.78, Synergy_Loewe=-2.20, Synergy_HSA=-4.35. (5) Drug 1: COC1=C(C=C2C(=C1)N=CN=C2NC3=CC(=C(C=C3)F)Cl)OCCCN4CCOCC4. Drug 2: CCC1(CC2CC(C3=C(CCN(C2)C1)C4=CC=CC=C4N3)(C5=C(C=C6C(=C5)C78CCN9C7C(C=CC9)(C(C(C8N6C)(C(=O)OC)O)OC(=O)C)CC)OC)C(=O)OC)O.OS(=O)(=O)O. Cell line: T-47D. Synergy scores: CSS=44.5, Synergy_ZIP=-3.40, Synergy_Bliss=3.01, Synergy_Loewe=4.29, Synergy_HSA=4.70.